From a dataset of Full USPTO retrosynthesis dataset with 1.9M reactions from patents (1976-2016). Predict the reactants needed to synthesize the given product. (1) Given the product [NH2:62][C@H:58]([C:57]([OH:29])=[O:28])[CH2:59][CH2:72][C:73](=[O:74])[NH2:14], predict the reactants needed to synthesize it. The reactants are: O=C[C@@H]([C@H]([C@@H]([C@@H](CO)O)O)O)O.[Cl-].[NH4+:14].P([O-])([O-])(O)=O.[K+].[K+].P([O-])(O)(O)=O.[K+].[OH2:28].[OH2:29].O.O.O.O.O.S([O-])([O-])(=O)=O.[Mg+2].OC(CCCC[C@H]1[C@@H]2[C@@H](NC(N2)=O)CS1)=O.[CH3:57][C:58]1[N+:62](CC2C=NC(C)=NC=2N)=CS[C:59]=1[CH2:72][CH2:73][OH:74].Cl.[Cl-]. (2) Given the product [CH3:13][C:12]([CH3:15])([CH3:14])[C:11]([NH:10][C:3]1[C:2](/[CH:19]=[CH:18]/[C:17]([O:21][CH2:22][CH2:23][CH2:24][CH3:25])=[O:20])=[CH:7][CH:6]=[C:5]([O:8][CH3:9])[N:4]=1)=[O:16], predict the reactants needed to synthesize it. The reactants are: Br[C:2]1[C:3]([NH:10][C:11](=[O:16])[C:12]([CH3:15])([CH3:14])[CH3:13])=[N:4][C:5]([O:8][CH3:9])=[CH:6][CH:7]=1.[C:17]([O:21][CH2:22][CH2:23][CH2:24][CH3:25])(=[O:20])[CH:18]=[CH2:19].C1(C(N)C2CCCCC2)CCCCC1. (3) Given the product [CH:11]([N:14]1[C:18]([C:19]([F:21])([F:20])[F:22])=[C:17]([CH2:23][OH:24])[CH:16]=[N:15]1)([CH3:13])[CH3:12], predict the reactants needed to synthesize it. The reactants are: [H-].C([Al+]CC(C)C)C(C)C.[CH:11]([N:14]1[C:18]([C:19]([F:22])([F:21])[F:20])=[C:17]([C:23](OCC)=[O:24])[CH:16]=[N:15]1)([CH3:13])[CH3:12].Cl. (4) Given the product [O:1]=[C:2]1[NH:6][C:5]2[S:7][C:8]([C:10]([NH:20][CH2:24][CH2:23][CH3:28])=[O:12])=[CH:9][C:4]=2/[C:3]/1=[CH:13]/[C:14]1[NH:15][CH:16]=[CH:17][CH:18]=1, predict the reactants needed to synthesize it. The reactants are: [O:1]=[C:2]1[NH:6][C:5]2[S:7][C:8]([C:10]([OH:12])=O)=[CH:9][C:4]=2/[C:3]/1=[CH:13]/[C:14]1[NH:15][CH:16]=[CH:17][CH:18]=1.O[N:20]1[C:24]2C=CC=[CH:28][C:23]=2N=N1.C(N)CC.Cl.CON(OC)CCCN=C=NCC.C(N(C(C)C)CC)(C)C.